Dataset: HIV replication inhibition screening data with 41,000+ compounds from the AIDS Antiviral Screen. Task: Binary Classification. Given a drug SMILES string, predict its activity (active/inactive) in a high-throughput screening assay against a specified biological target. (1) The molecule is CC1=CCP(=O)(c2ccccc2)C1.CC1=CP(=O)(c2ccccc2)CC1. The result is 0 (inactive). (2) The drug is CC1=C2C(=O)NN=C2CCN1c1ccc(Br)cc1. The result is 0 (inactive). (3) The compound is O=C(NN1C(=O)C(Cl)C1c1c(O)ccc2ccccc12)c1ccccc1O. The result is 0 (inactive). (4) The drug is N#CCCC1(CCC#N)CCCCCCCCC(CCC#N)(CCC#N)C(O)C1O. The result is 0 (inactive).